This data is from Full USPTO retrosynthesis dataset with 1.9M reactions from patents (1976-2016). The task is: Predict the reactants needed to synthesize the given product. (1) The reactants are: [NH2:1][C:2]1[CH:3]=[C:4]([CH3:31])[C:5]([C:8]2[CH:30]=[CH:29][C:11]([C:12]([NH:14][C:15]3[CH:20]=[CH:19][CH:18]=[CH:17][C:16]=3[NH:21]C(=O)OC(C)(C)C)=[O:13])=[CH:10][CH:9]=2)=[N:6][CH:7]=1.FC(F)(F)C(O)=O. Given the product [NH2:1][C:2]1[CH:3]=[C:4]([CH3:31])[C:5]([C:8]2[CH:30]=[CH:29][C:11]([C:12]([NH:14][C:15]3[CH:20]=[CH:19][CH:18]=[CH:17][C:16]=3[NH2:21])=[O:13])=[CH:10][CH:9]=2)=[N:6][CH:7]=1, predict the reactants needed to synthesize it. (2) The reactants are: [Br:1][CH2:2][C:3]1[CH:39]=[CH:38][C:6]([CH2:7][O:8][C:9]2[CH:14]=[CH:13][C:12]([C@H:15]3[N:18]([C:19]4[CH:24]=[CH:23][C:22]([F:25])=[CH:21][CH:20]=4)[C:17](=[O:26])[C@@H:16]3[CH2:27][CH2:28][C@@H:29]([C:31]3[CH:36]=[CH:35][C:34]([F:37])=[CH:33][CH:32]=3)[OH:30])=[CH:11][CH:10]=2)=[CH:5][CH:4]=1.[N:40]12[CH2:47][CH2:46][N:43]([CH2:44][CH2:45]1)[CH2:42][CH2:41]2.[Br-]. Given the product [Br-:1].[F:25][C:22]1[CH:21]=[CH:20][C:19]([N:18]2[C:17](=[O:26])[C@H:16]([CH2:27][CH2:28][C@@H:29]([C:31]3[CH:36]=[CH:35][C:34]([F:37])=[CH:33][CH:32]=3)[OH:30])[C@H:15]2[C:12]2[CH:11]=[CH:10][C:9]([O:8][CH2:7][C:6]3[CH:5]=[CH:4][C:3]([CH2:2][N+:40]45[CH2:47][CH2:46][N:43]([CH2:44][CH2:45]4)[CH2:42][CH2:41]5)=[CH:39][CH:38]=3)=[CH:14][CH:13]=2)=[CH:24][CH:23]=1, predict the reactants needed to synthesize it. (3) Given the product [CH3:11][O:12][C:13]1[CH:14]=[CH:15][C:16]([OH:22])=[C:17]([C:18]2[O:1][N:2]=[C:3]([C:5]3[CH:10]=[CH:9][CH:8]=[CH:7][N:6]=3)[N:4]=2)[CH:21]=1, predict the reactants needed to synthesize it. The reactants are: [OH:1][NH:2][C:3]([C:5]1[CH:10]=[CH:9][CH:8]=[CH:7][N:6]=1)=[NH:4].[CH3:11][O:12][C:13]1[CH:21]=[C:17]([C:18](O)=O)[C:16]([OH:22])=[CH:15][CH:14]=1. (4) Given the product [NH2:10][C:7]1[N:8]=[N:9][C:4]2[CH:3]=[C:2]([C:23]3[CH:24]=[C:19]([NH:18][S:15]([CH3:14])(=[O:16])=[O:17])[CH:20]=[CH:21][CH:22]=3)[CH:12]=[C:11]([CH3:13])[C:5]=2[N:6]=1, predict the reactants needed to synthesize it. The reactants are: Br[C:2]1[CH:12]=[C:11]([CH3:13])[C:5]2[N:6]=[C:7]([NH2:10])[N:8]=[N:9][C:4]=2[CH:3]=1.[CH3:14][S:15]([NH:18][C:19]1[CH:20]=[C:21](B(O)O)[CH:22]=[CH:23][CH:24]=1)(=[O:17])=[O:16].C(=O)([O-])[O-].[Na+].[Na+]. (5) Given the product [C:14]([O:18][C:19]([N:9]1[CH2:10][CH2:11][C:12]2[S:3][C:4]([NH2:13])=[N:5][C:6]=2[CH2:7][CH2:8]1)=[O:20])([CH3:17])([CH3:16])[CH3:15], predict the reactants needed to synthesize it. The reactants are: Br.Br.[S:3]1[C:12]2[CH2:11][CH2:10][NH:9][CH2:8][CH2:7][C:6]=2[N:5]=[C:4]1[NH2:13].[C:14]([O:18][C:19](O[C:19]([O:18][C:14]([CH3:17])([CH3:16])[CH3:15])=[O:20])=[O:20])([CH3:17])([CH3:16])[CH3:15].